Task: Predict which catalyst facilitates the given reaction.. Dataset: Catalyst prediction with 721,799 reactions and 888 catalyst types from USPTO The catalyst class is: 43. Product: [CH2:1]([O:3][C:4]([C:6]1[N:10]([CH2:11][C:12]2[CH:17]=[CH:16][C:15]([C:18]3[CH:23]=[CH:22][CH:21]=[CH:20][C:19]=3[C:24]3[N:28]([C:29]([C:42]4[CH:43]=[CH:44][CH:45]=[CH:46][CH:47]=4)([C:36]4[CH:41]=[CH:40][CH:39]=[CH:38][CH:37]=4)[C:30]4[CH:35]=[CH:34][CH:33]=[CH:32][CH:31]=4)[N:27]=[N:26][N:25]=3)=[CH:14][CH:13]=2)[C:9]([CH2:48][CH2:49][CH3:50])=[N:8][C:7]=1[CH:51]([S:53][C:54]1[CH:59]=[CH:58][C:57]([NH2:60])=[C:56]([N:63]([C:65]([O:67][C:68]([CH3:71])([CH3:69])[CH3:70])=[O:66])[CH3:64])[CH:55]=1)[CH3:52])=[O:5])[CH3:2]. Reactant: [CH2:1]([O:3][C:4]([C:6]1[N:10]([CH2:11][C:12]2[CH:17]=[CH:16][C:15]([C:18]3[CH:23]=[CH:22][CH:21]=[CH:20][C:19]=3[C:24]3[N:28]([C:29]([C:42]4[CH:47]=[CH:46][CH:45]=[CH:44][CH:43]=4)([C:36]4[CH:41]=[CH:40][CH:39]=[CH:38][CH:37]=4)[C:30]4[CH:35]=[CH:34][CH:33]=[CH:32][CH:31]=4)[N:27]=[N:26][N:25]=3)=[CH:14][CH:13]=2)[C:9]([CH2:48][CH2:49][CH3:50])=[N:8][C:7]=1[CH:51]([S:53][C:54]1[CH:59]=[CH:58][C:57]([N+:60]([O-])=O)=[C:56]([N:63]([C:65]([O:67][C:68]([CH3:71])([CH3:70])[CH3:69])=[O:66])[CH3:64])[CH:55]=1)[CH3:52])=[O:5])[CH3:2].[H][H].